This data is from NCI-60 drug combinations with 297,098 pairs across 59 cell lines. The task is: Regression. Given two drug SMILES strings and cell line genomic features, predict the synergy score measuring deviation from expected non-interaction effect. Drug 1: CC1=C(C(=CC=C1)Cl)NC(=O)C2=CN=C(S2)NC3=CC(=NC(=N3)C)N4CCN(CC4)CCO. Drug 2: CC1CCCC2(C(O2)CC(NC(=O)CC(C(C(=O)C(C1O)C)(C)C)O)C(=CC3=CSC(=N3)C)C)C. Cell line: NCI-H322M. Synergy scores: CSS=36.1, Synergy_ZIP=1.67, Synergy_Bliss=0.933, Synergy_Loewe=-10.9, Synergy_HSA=1.08.